Dataset: Forward reaction prediction with 1.9M reactions from USPTO patents (1976-2016). Task: Predict the product of the given reaction. (1) Given the reactants [C:1]1([CH:7]([C:25]2[CH:30]=[CH:29][CH:28]=[CH:27][CH:26]=2)[CH2:8][CH2:9][N:10]2[CH2:15][CH2:14][N:13]([C:16]3[CH:17]=[C:18]([CH:22]=[CH:23][CH:24]=3)[C:19]([OH:21])=O)[CH2:12][CH2:11]2)[CH:6]=[CH:5][CH:4]=[CH:3][CH:2]=1.Cl.[F:32][C:33]([F:37])([F:36])[CH2:34][NH2:35], predict the reaction product. The product is: [C:25]1([CH:7]([C:1]2[CH:2]=[CH:3][CH:4]=[CH:5][CH:6]=2)[CH2:8][CH2:9][N:10]2[CH2:15][CH2:14][N:13]([C:16]3[CH:17]=[C:18]([CH:22]=[CH:23][CH:24]=3)[C:19]([NH:35][CH2:34][C:33]([F:37])([F:36])[F:32])=[O:21])[CH2:12][CH2:11]2)[CH:30]=[CH:29][CH:28]=[CH:27][CH:26]=1. (2) The product is: [OH:6][C:5]1[C@@H:7]([C@H:9]([OH:10])[CH2:11][O:12][C:28]2[CH:33]=[CH:32][C:31](/[CH:34]=[CH:35]/[C:36]([O:38][CH2:39][CH:40]([CH2:45][CH3:46])[CH2:41][CH2:42][CH2:43][CH3:44])=[O:37])=[CH:30][CH:29]=2)[O:8][C:2](=[O:1])[C:3]=1[OH:4]. Given the reactants [O:1]=[C:2]1[O:8][C@H:7]([C@H:9]([CH2:11][OH:12])[OH:10])[C:5]([OH:6])=[C:3]1[OH:4].N(C(OC(C)C)=O)=NC(OC(C)C)=O.O[C:28]1[CH:33]=[CH:32][C:31](/[CH:34]=[CH:35]/[C:36]([O:38][CH2:39][CH:40]([CH2:45][CH3:46])[CH2:41][CH2:42][CH2:43][CH3:44])=[O:37])=[CH:30][CH:29]=1, predict the reaction product. (3) Given the reactants C(OC([N:8]1[CH2:13][CH2:12][NH:11][C@@H:10]([CH3:14])[CH2:9]1)=O)(C)(C)C.[CH:15](=O)[CH3:16].C=O.Cl, predict the reaction product. The product is: [CH2:15]([N:11]1[CH2:12][CH2:13][NH:8][CH2:9][C@@H:10]1[CH3:14])[CH3:16]. (4) Given the reactants [CH:1]1(P([CH:1]2[CH2:6][CH2:5][CH2:4][CH2:3][CH2:2]2)C2C=CC=CC=2C2C(C(C)C)=CC(C(C)C)=CC=2C(C)C)[CH2:6][CH2:5][CH2:4][CH2:3][CH2:2]1.[NH2:35][C:36]1[CH:44]=[CH:43][CH:42]=[CH:41][C:37]=1[C:38]([NH2:40])=[O:39].C([O-])([O-])=O.[K+].[K+].BrC1C=CC=CC=1, predict the reaction product. The product is: [C:1]1([NH:35][C:36]2[CH:44]=[CH:43][CH:42]=[CH:41][C:37]=2[C:38]([NH2:40])=[O:39])[CH:6]=[CH:5][CH:4]=[CH:3][CH:2]=1.